Dataset: Reaction yield outcomes from USPTO patents with 853,638 reactions. Task: Predict the reaction yield, written as a fraction of the theoretical maximum amount of product (1.0 means a 100% yield; for example, 0.34 means a 34% yield). (1) The reactants are [CH2:1]([O:3][C:4](=[O:18])[CH2:5][NH:6][CH2:7][C:8]1[CH:13]=[C:12]([Cl:14])[CH:11]=[CH:10][C:9]=1[N+:15]([O-:17])=[O:16])[CH3:2].[C:19](O[C:19]([O:21][C:22]([CH3:25])([CH3:24])[CH3:23])=[O:20])([O:21][C:22]([CH3:25])([CH3:24])[CH3:23])=[O:20]. The catalyst is ClCCl. The product is [CH2:1]([O:3][C:4](=[O:18])[CH2:5][N:6]([C:19]([O:21][C:22]([CH3:25])([CH3:24])[CH3:23])=[O:20])[CH2:7][C:8]1[CH:13]=[C:12]([Cl:14])[CH:11]=[CH:10][C:9]=1[N+:15]([O-:17])=[O:16])[CH3:2]. The yield is 0.510. (2) The reactants are [OH:1][CH2:2][CH2:3][CH2:4][C@@:5]1([C:29]2[CH:34]=[CH:33][CH:32]=[CH:31][CH:30]=2)[O:10][C:9](=[O:11])[N:8]([C@H:12]([C:14]2[CH:19]=[CH:18][C:17](B3OC(C)(C)C(C)(C)O3)=[CH:16][CH:15]=2)[CH3:13])[CH2:7][CH2:6]1.Br[C:36]1[CH:37]=[CH:38][C:39](=[O:43])[N:40]([CH3:42])[CH:41]=1.C([O-])([O-])=O.[Cs+].[Cs+]. The catalyst is O1CCOCC1.Cl[Pd](Cl)([P](C1C=CC=CC=1)(C1C=CC=CC=1)C1C=CC=CC=1)[P](C1C=CC=CC=1)(C1C=CC=CC=1)C1C=CC=CC=1. The product is [OH:1][CH2:2][CH2:3][CH2:4][C@@:5]1([C:29]2[CH:30]=[CH:31][CH:32]=[CH:33][CH:34]=2)[O:10][C:9](=[O:11])[N:8]([C@H:12]([C:14]2[CH:19]=[CH:18][C:17]([C:36]3[CH:37]=[CH:38][C:39](=[O:43])[N:40]([CH3:42])[CH:41]=3)=[CH:16][CH:15]=2)[CH3:13])[CH2:7][CH2:6]1. The yield is 0.370. (3) The reactants are Br[C:2]1[CH:3]=[C:4]2[N:10]=[CH:9][N:8]([CH2:11][C:12]3[CH:28]=[CH:27][C:15]4[N:16]=[C:17]([NH:19][C@@H:20]5[CH2:25][CH2:24][CH2:23][CH2:22][C@H:21]5[OH:26])[S:18][C:14]=4[CH:13]=3)[C:5]2=[N:6][CH:7]=1.[CH:29]1(B(O)O)[CH2:31][CH2:30]1.C([O-])([O-])=O.[K+].[K+].C1(P(C2CCCCC2)C2C=CC=CC=2C2C(C(C)C)=CC(C(C)C)=CC=2C(C)C)CCCCC1. The catalyst is C1C=CC(/C=C/C(/C=C/C2C=CC=CC=2)=O)=CC=1.C1C=CC(/C=C/C(/C=C/C2C=CC=CC=2)=O)=CC=1.C1C=CC(/C=C/C(/C=C/C2C=CC=CC=2)=O)=CC=1.[Pd].[Pd].C1(C)C=CC=CC=1. The product is [CH:29]1([C:2]2[CH:3]=[C:4]3[N:10]=[CH:9][N:8]([CH2:11][C:12]4[CH:28]=[CH:27][C:15]5[N:16]=[C:17]([NH:19][C@@H:20]6[CH2:25][CH2:24][CH2:23][CH2:22][C@H:21]6[OH:26])[S:18][C:14]=5[CH:13]=4)[C:5]3=[N:6][CH:7]=2)[CH2:31][CH2:30]1. The yield is 0.0400. (4) The reactants are [CH2:1]([NH:8][C:9]([N:11]1[CH2:16][CH2:15][C:14](=[O:17])[N:13]2[C@@H:18]([CH2:34][C:35]3[CH:40]=[CH:39][C:38]([OH:41])=[CH:37][CH:36]=3)[C:19](=[O:33])[N:20]([CH2:22][C:23]3[C:32]4[C:27](=[CH:28][CH:29]=[CH:30][CH:31]=4)[CH:26]=[CH:25][CH:24]=3)[CH2:21][CH:12]12)=[O:10])[C:2]1[CH:7]=[CH:6][CH:5]=[CH:4][CH:3]=1.[CH2:42]1COCC1.[C:47](Cl)(=[O:63])[CH2:48][CH2:49][CH2:50][CH2:51][CH2:52][CH2:53][CH2:54][CH2:55][CH2:56][CH2:57][CH2:58][CH2:59][CH2:60][CH2:61][CH3:62].C(N(CC)CC)C. The catalyst is C(OCC)(=O)C. The product is [C:47]([O:41][C:38]1[CH:37]=[CH:36][C:35]([CH2:34][C@@H:18]2[N:13]3[C:14](=[O:17])[CH2:15][CH2:16][N:11]([C:9](=[O:10])[NH:8][CH2:1][C:2]4[CH:7]=[CH:6][CH:5]=[CH:4][CH:3]=4)[CH:12]3[C@H:21]([CH3:42])[N:20]([CH2:22][C:23]3[C:32]4[C:27](=[CH:28][CH:29]=[CH:30][CH:31]=4)[CH:26]=[CH:25][CH:24]=3)[C:19]2=[O:33])=[CH:40][CH:39]=1)(=[O:63])[CH2:48][CH2:49][CH2:50][CH2:51][CH2:52][CH2:53][CH2:54][CH2:55][CH2:56][CH2:57][CH2:58][CH2:59][CH2:60][CH2:61][CH3:62]. The yield is 0.680. (5) The reactants are [N:1]12[CH2:8][CH2:7][CH:4]([CH2:5][CH2:6]1)[CH:3]([NH:9][C:10]([C:12]1[CH:13]=[CH:14][CH:15]=[C:16]3[O:20][C:19]([C@H:21]4[CH2:23][CH:22]4[CH3:24])=[N:18][C:17]=13)=[O:11])[CH2:2]2.[ClH:25]. The catalyst is CO.C(OCC)C. The product is [ClH:25].[N:1]12[CH2:8][CH2:7][CH:4]([CH2:5][CH2:6]1)[CH:3]([NH:9][C:10]([C:12]1[CH:13]=[CH:14][CH:15]=[C:16]3[O:20][C:19]([C@H:21]4[CH2:23][CH:22]4[CH3:24])=[N:18][C:17]=13)=[O:11])[CH2:2]2. The yield is 0.510. (6) The reactants are [NH:1]1[CH2:6][CH2:5][CH:4]([C@H:7]2[C@H:16]3[CH2:17][CH2:18][N:19]([C:20]([C@H:22]4[CH2:27][CH2:26][CH2:25][CH2:24][C@H:23]4[NH:28][C:29](=[O:36])[C:30]4[CH:35]=[CH:34][CH:33]=[CH:32][CH:31]=4)=[O:21])[C@H:15]3[C:14]3[CH:13]=[CH:12][CH:11]=[CH:10][C:9]=3[NH:8]2)[CH2:3][CH2:2]1.C(N(CC)CC)C.[CH2:44]([N:46]=[C:47]=[O:48])[CH3:45].O1CCCC1. The catalyst is O. The product is [C:29]([NH:28][C@@H:23]1[CH2:24][CH2:25][CH2:26][CH2:27][C@@H:22]1[C:20]([N:19]1[C@@H:15]2[C@@H:16]([C@H:7]([CH:4]3[CH2:5][CH2:6][N:1]([C:47]([NH:46][CH2:44][CH3:45])=[O:48])[CH2:2][CH2:3]3)[NH:8][C:9]3[CH:10]=[CH:11][CH:12]=[CH:13][C:14]=32)[CH2:17][CH2:18]1)=[O:21])(=[O:36])[C:30]1[CH:31]=[CH:32][CH:33]=[CH:34][CH:35]=1. The yield is 0.870. (7) The reactants are [NH2:1][C:2]1[C:11]2[C:6](=[C:7](Br)[CH:8]=[CH:9][CH:10]=2)[N:5]=[N:4][C:3]=1[C:13]([NH:15][CH:16]1[CH2:18][CH2:17]1)=[O:14].[F:19][C:20]1[C:25](B(O)O)=[CH:24][CH:23]=[C:22]([CH3:29])[N:21]=1. No catalyst specified. The product is [NH2:1][C:2]1[C:11]2[C:6](=[C:7]([C:25]3[C:20]([F:19])=[N:21][C:22]([CH3:29])=[CH:23][CH:24]=3)[CH:8]=[CH:9][CH:10]=2)[N:5]=[N:4][C:3]=1[C:13]([NH:15][CH:16]1[CH2:18][CH2:17]1)=[O:14]. The yield is 0.600.